Dataset: Full USPTO retrosynthesis dataset with 1.9M reactions from patents (1976-2016). Task: Predict the reactants needed to synthesize the given product. (1) Given the product [NH2:1][C:2]1[N:7]=[C:6]([N:8]2[C@H:13]([CH3:14])[CH2:12][CH2:11][C@H:10]([C:15]([NH:17][CH2:18][C:19]3[CH:24]=[CH:23][C:22]([O:25][CH3:26])=[CH:21][CH:20]=3)=[O:16])[CH2:9]2)[CH:5]=[C:4]([C:27]2[CH:28]=[C:29]3[C:30]([C:33]([NH2:34])=[N:48][NH:49]3)=[CH:31][CH:32]=2)[N:3]=1, predict the reactants needed to synthesize it. The reactants are: [NH2:1][C:2]1[N:7]=[C:6]([N:8]2[C@H:13]([CH3:14])[CH2:12][CH2:11][C@H:10]([C:15]([NH:17][CH2:18][C:19]3[CH:24]=[CH:23][C:22]([O:25][CH3:26])=[CH:21][CH:20]=3)=[O:16])[CH2:9]2)[CH:5]=[C:4]([C:27]2[CH:32]=[CH:31][C:30]([C:33]#[N:34])=[C:29](F)[CH:28]=2)[N:3]=1.CCO.CCN(C(C)C)C(C)C.[NH2:48][NH2:49]. (2) Given the product [F:1][C:2]1[CH:10]=[CH:9][C:5]([C:6]([Cl:17])=[O:7])=[CH:4][C:3]=1[C:11]([F:14])([F:13])[F:12], predict the reactants needed to synthesize it. The reactants are: [F:1][C:2]1[CH:10]=[CH:9][C:5]([C:6](O)=[O:7])=[CH:4][C:3]=1[C:11]([F:14])([F:13])[F:12].S(Cl)([Cl:17])=O. (3) Given the product [Cl:8][C:4]1[CH:5]=[N:6][CH:7]=[C:2]([C:15]2[CH:20]=[CH:19][CH:18]=[CH:17][CH:16]=2)[N:3]=1, predict the reactants needed to synthesize it. The reactants are: Cl[C:2]1[CH:7]=[N:6][CH:5]=[C:4]([Cl:8])[N:3]=1.C(=O)([O-])[O-].[Na+].[Na+].[C:15]1(B(O)O)[CH:20]=[CH:19][CH:18]=[CH:17][CH:16]=1.C(Cl)Cl. (4) Given the product [F:24][C:25]1[CH:33]=[C:32]2[C:28]([CH2:29][C:30](=[O:34])[NH:31]2)=[CH:27][C:26]=1[C:2]1[CH:7]=[N:6][CH:5]=[C:4]([NH:8][C@H:9]([C:12]2[CH:17]=[CH:16][CH:15]=[CH:14][CH:13]=2)[CH2:10][OH:11])[CH:3]=1, predict the reactants needed to synthesize it. The reactants are: Br[C:2]1[CH:3]=[C:4]([NH:8][C@H:9]([C:12]2[CH:17]=[CH:16][CH:15]=[CH:14][CH:13]=2)[CH2:10][OH:11])[CH:5]=[N:6][CH:7]=1.C([O-])([O-])=O.[K+].[K+].[F:24][C:25]1[CH:33]=[C:32]2[C:28]([CH2:29][C:30](=[O:34])[NH:31]2)=[CH:27][C:26]=1B1OC(C)(C)C(C)(C)O1. (5) Given the product [CH3:43][O:42][C:41]1[C:35]2[C:36](=[N:37][CH:38]=[C:33]([C:9]3[CH:14]=[CH:13][C:12]([CH2:15][C:16]([NH:18][C:19]4[CH:23]=[C:22]([C:24]([CH3:25])([CH3:26])[C:27]([F:28])([F:30])[F:29])[O:21][N:20]=4)=[O:17])=[CH:11][CH:10]=3)[CH:34]=2)[N:39]([CH2:44][C:45]2[CH:50]=[CH:49][C:48]([O:51][CH3:52])=[CH:47][CH:46]=2)[N:40]=1, predict the reactants needed to synthesize it. The reactants are: CC1(C)C(C)(C)OB([C:9]2[CH:14]=[CH:13][C:12]([CH2:15][C:16]([NH:18][C:19]3[CH:23]=[C:22]([C:24]4([C:27]([F:30])([F:29])[F:28])[CH2:26][CH2:25]4)[O:21][N:20]=3)=[O:17])=[CH:11][CH:10]=2)O1.Br[C:33]1[CH:34]=[C:35]2[C:41]([O:42][CH3:43])=[N:40][N:39]([CH2:44][C:45]3[CH:50]=[CH:49][C:48]([O:51][CH3:52])=[CH:47][CH:46]=3)[C:36]2=[N:37][CH:38]=1.C([O-])([O-])=O.[Na+].[Na+]. (6) Given the product [CH2:41]([N:48]1[CH2:53][CH2:52][C:51]([N:56]([C:63]2[CH:68]=[CH:67][CH:66]=[C:65]([F:69])[CH:64]=2)[C:57](=[O:62])[CH2:58][C:59]([O:61][CH2:1][CH3:2])=[O:60])([C:54]#[N:55])[CH2:50][CH2:49]1)[C:42]1[CH:43]=[CH:44][CH:45]=[CH:46][CH:47]=1, predict the reactants needed to synthesize it. The reactants are: [CH2:1](N1CCC(NC2C=CC=C(F)C=2)(C#N)CC1)[C:2]1C=CC=CC=1.C(C(C(Cl)=O)C(Cl)=O)C.N1C(C)=CC=CC=1C.[CH2:41]([N:48]1[CH2:53][CH2:52][C:51]([N:56]([C:63]2[CH:68]=[CH:67][CH:66]=[C:65]([F:69])[CH:64]=2)[C:57](=[O:62])[CH2:58][C:59]([OH:61])=[O:60])([C:54]#[N:55])[CH2:50][CH2:49]1)[C:42]1[CH:47]=[CH:46][CH:45]=[CH:44][CH:43]=1. (7) Given the product [Si:5]([O:26][C:12]1[CH:13]=[CH:14][C:15]([CH2:16][NH:17][C:18]2[CH:19]=[CH:20][C:21]([O:24][CH3:25])=[CH:22][CH:23]=2)=[C:10]([F:9])[CH:11]=1)([C:1]([CH3:4])([CH3:3])[CH3:2])([CH3:7])[CH3:6], predict the reactants needed to synthesize it. The reactants are: [C:1]([Si:5](Cl)([CH3:7])[CH3:6])([CH3:4])([CH3:3])[CH3:2].[F:9][C:10]1[CH:11]=[C:12]([OH:26])[CH:13]=[CH:14][C:15]=1[CH2:16][NH:17][C:18]1[CH:23]=[CH:22][C:21]([O:24][CH3:25])=[CH:20][CH:19]=1.N1C=CN=C1. (8) Given the product [O-:18][N+:10]1[C:11]2[CH:17]=[CH:16][CH:15]=[CH:14][C:12]=2[N:13]=[C:8]([NH:7][CH2:6][CH2:5][O:4][CH2:3][CH2:2][NH:1][C:38]([C:27]2[C:28]3[C:37](=[CH:36][C:35]4[C:30]([N:29]=3)=[CH:31][CH:32]=[CH:33][CH:34]=4)[CH:24]=[CH:25][CH:26]=2)=[O:39])[N:9]=1, predict the reactants needed to synthesize it. The reactants are: [NH2:1][CH2:2][CH2:3][O:4][CH2:5][CH2:6][NH:7][C:8]1[N:9]=[N+:10]([O-:18])[C:11]2[CH:17]=[CH:16][CH:15]=[CH:14][C:12]=2[N:13]=1.[N-]1C=CN=C1.[CH:24]1[C:37]2[C:28](=[N:29][C:30]3[C:35]([CH:36]=2)=[CH:34][CH:33]=[CH:32][CH:31]=3)[C:27]([C:38](O)=[O:39])=[CH:26][CH:25]=1. (9) Given the product [CH3:2][C:4]([O:20][C:19]([NH:18][C:22]1[CH:27]=[CH:26][C:25]([C:28]2[S:29][CH:30]=[CH:31][CH:32]=2)=[CH:24][C:23]=1[NH:33][C:2]([C:4]1[CH:13]=[CH:12][C:7]([C:8]([O:10][CH3:11])=[O:9])=[CH:6][CH:5]=1)=[O:3])=[O:21])([CH3:13])[CH3:5], predict the reactants needed to synthesize it. The reactants are: Cl[C:2]([C:4]1[CH:13]=[CH:12][C:7]([C:8]([O:10][CH3:11])=[O:9])=[CH:6][CH:5]=1)=[O:3].CC([N:18]([C:22]1[CH:27]=[CH:26][C:25]([C:28]2[S:29][CH:30]=[CH:31][CH:32]=2)=[CH:24][C:23]=1[NH2:33])[C:19](=[O:21])[O-:20])(C)C.